This data is from Reaction yield outcomes from USPTO patents with 853,638 reactions. The task is: Predict the reaction yield, written as a fraction of the theoretical maximum amount of product (1.0 means a 100% yield; for example, 0.34 means a 34% yield). (1) The reactants are [OH:1][NH:2][C:3]([C:5]([NH:12][C:13]([C:15]1[CH:20]=[C:19]([O:21][CH2:22][C:23]([F:26])([F:25])[F:24])[C:18](Br)=[CH:17][N:16]=1)=[O:14])([CH3:11])[CH2:6][C:7]([CH3:10])([CH3:9])[CH3:8])=[NH:4].[CH:28]1([B-](F)(F)F)[CH2:30][CH2:29]1.[K+].[CH2:36](P(C12CC3CC(CC(C3)C1)C2)C12CC3CC(CC(C3)C1)C2)[CH2:37]CC.C(=O)([O-])[O-].[Cs+].[Cs+]. The catalyst is C1(C)C=CC=CC=1.C([O-])(=O)C.[Pd+2].C([O-])(=O)C. The product is [CH3:11][C:5]([NH:12][C:13]([C:15]1[CH:20]=[C:19]([O:21][CH2:22][C:23]([F:26])([F:25])[F:24])[C:18]([CH:28]2[CH2:30][CH2:29]2)=[CH:17][N:16]=1)=[O:14])([C:3]1[N:4]=[C:36]([CH3:37])[O:1][N:2]=1)[CH2:6][C:7]([CH3:10])([CH3:9])[CH3:8]. The yield is 0.960. (2) The reactants are [CH2:1]([O:3][C:4](=[O:12])[C:5]1[CH:10]=[CH:9][C:8]([NH2:11])=[CH:7][CH:6]=1)[CH3:2].[Cl:13][C:14]1[CH:22]=[CH:21][C:17]([C:18](Cl)=[O:19])=[CH:16][CH:15]=1. The catalyst is C1COCC1.C(Cl)Cl.CN(C)C1C=CN=CC=1.C1COCC1. The product is [CH2:1]([O:3][C:4](=[O:12])[C:5]1[CH:10]=[CH:9][C:8]([NH:11][C:18](=[O:19])[C:17]2[CH:21]=[CH:22][C:14]([Cl:13])=[CH:15][CH:16]=2)=[CH:7][CH:6]=1)[CH3:2]. The yield is 0.973. (3) The reactants are C([O:8][CH2:9][C:10]1[O:11][C:12]2[C:21]3[CH:20]([CH2:22][CH2:23][NH:24][C:25](=[O:27])[CH3:26])[CH2:19][CH2:18][C:17]=3[CH:16]=[CH:15][C:13]=2[N:14]=1)C1C=CC=CC=1. The catalyst is CO.[C].[Pd]. The product is [OH:8][CH2:9][C:10]1[O:11][C:12]2[C:21]3[CH:20]([CH2:22][CH2:23][NH:24][C:25](=[O:27])[CH3:26])[CH2:19][CH2:18][C:17]=3[CH:16]=[CH:15][C:13]=2[N:14]=1. The yield is 0.530.